Task: Regression. Given two drug SMILES strings and cell line genomic features, predict the synergy score measuring deviation from expected non-interaction effect.. Dataset: NCI-60 drug combinations with 297,098 pairs across 59 cell lines (1) Drug 1: CS(=O)(=O)C1=CC(=C(C=C1)C(=O)NC2=CC(=C(C=C2)Cl)C3=CC=CC=N3)Cl. Drug 2: CC1C(C(CC(O1)OC2CC(CC3=C2C(=C4C(=C3O)C(=O)C5=CC=CC=C5C4=O)O)(C(=O)C)O)N)O. Cell line: NCI/ADR-RES. Synergy scores: CSS=25.9, Synergy_ZIP=-7.15, Synergy_Bliss=-2.19, Synergy_Loewe=-2.15, Synergy_HSA=-0.683. (2) Drug 2: C1CNP(=O)(OC1)N(CCCl)CCCl. Cell line: KM12. Drug 1: CC12CCC(CC1=CCC3C2CCC4(C3CC=C4C5=CN=CC=C5)C)O. Synergy scores: CSS=17.9, Synergy_ZIP=-0.205, Synergy_Bliss=11.1, Synergy_Loewe=-18.3, Synergy_HSA=3.84. (3) Drug 1: CCC1(CC2CC(C3=C(CCN(C2)C1)C4=CC=CC=C4N3)(C5=C(C=C6C(=C5)C78CCN9C7C(C=CC9)(C(C(C8N6C)(C(=O)OC)O)OC(=O)C)CC)OC)C(=O)OC)O.OS(=O)(=O)O. Drug 2: CCCCCOC(=O)NC1=NC(=O)N(C=C1F)C2C(C(C(O2)C)O)O. Cell line: K-562. Synergy scores: CSS=2.76, Synergy_ZIP=-0.772, Synergy_Bliss=-3.19, Synergy_Loewe=-4.58, Synergy_HSA=-5.94. (4) Drug 1: CCCCC(=O)OCC(=O)C1(CC(C2=C(C1)C(=C3C(=C2O)C(=O)C4=C(C3=O)C=CC=C4OC)O)OC5CC(C(C(O5)C)O)NC(=O)C(F)(F)F)O. Drug 2: C1CC(=O)NC(=O)C1N2C(=O)C3=CC=CC=C3C2=O. Cell line: BT-549. Synergy scores: CSS=40.3, Synergy_ZIP=-0.113, Synergy_Bliss=-1.76, Synergy_Loewe=-13.5, Synergy_HSA=-0.266. (5) Drug 1: C1=CN(C(=O)N=C1N)C2C(C(C(O2)CO)O)O.Cl. Drug 2: C(CCl)NC(=O)N(CCCl)N=O. Cell line: T-47D. Synergy scores: CSS=19.9, Synergy_ZIP=-4.65, Synergy_Bliss=-2.50, Synergy_Loewe=-35.4, Synergy_HSA=-1.24.